This data is from Forward reaction prediction with 1.9M reactions from USPTO patents (1976-2016). The task is: Predict the product of the given reaction. (1) Given the reactants [OH:1][C:2]1[C:3]2[CH:14]=[C:13]([C:15]([F:18])([F:17])[F:16])[CH:12]=[CH:11][C:4]=2[S:5][C:6]=1[C:7]([O:9][CH3:10])=[O:8].CI.[C:21](=O)([O-])[O-].[K+].[K+].CN(C)C=O, predict the reaction product. The product is: [CH3:21][O:1][C:2]1[C:3]2[CH:14]=[C:13]([C:15]([F:18])([F:16])[F:17])[CH:12]=[CH:11][C:4]=2[S:5][C:6]=1[C:7]([O:9][CH3:10])=[O:8]. (2) Given the reactants [CH3:1][O:2][C:3]1[CH:4]=[C:5]([C:9](=[O:17])[CH2:10][C:11]2[CH:16]=[CH:15][N:14]=[CH:13][CH:12]=2)[CH:6]=[CH:7][CH:8]=1.C(=O)([O-])[O-].[K+].[K+].[C:24](=[S:26])=[S:25].Br[CH2:28]Br, predict the reaction product. The product is: [S:25]1[CH2:28][S:26][C:24]1=[C:10]([C:11]1[CH:16]=[CH:15][N:14]=[CH:13][CH:12]=1)[C:9]([C:5]1[CH:6]=[CH:7][CH:8]=[C:3]([O:2][CH3:1])[CH:4]=1)=[O:17]. (3) Given the reactants [Br:1][C:2]1[S:3][C:4]2[CH:10]=[C:9]([O:11]C)[CH:8]=[CH:7][C:5]=2[N:6]=1.B(Br)(Br)Br.O, predict the reaction product. The product is: [Br:1][C:2]1[S:3][C:4]2[CH:10]=[C:9]([OH:11])[CH:8]=[CH:7][C:5]=2[N:6]=1. (4) Given the reactants Br[C:2]1[C:11]([O:12][CH3:13])=[CH:10][CH:9]=[CH:8][C:3]=1[C:4]([O:6][CH3:7])=[O:5].[CH2:14]([OH:18])[CH2:15][C:16]#[CH:17], predict the reaction product. The product is: [OH:18][CH2:14][CH2:15][C:16]#[C:17][C:2]1[C:11]([O:12][CH3:13])=[CH:10][CH:9]=[CH:8][C:3]=1[C:4]([O:6][CH3:7])=[O:5]. (5) The product is: [CH3:27][O:28][C:29]1[CH:30]=[C:31]([C:2]2[CH:3]=[CH:4][C:5]([C:8]3[C:12]4[CH2:13][C:14]5[S:15][CH:16]=[CH:17][C:18]=5[C:11]=4[N:10]([CH2:19][O:20][CH2:21][CH2:22][Si:23]([CH3:24])([CH3:25])[CH3:26])[N:9]=3)=[CH:6][CH:7]=2)[CH:32]=[CH:33][C:34]=1[O:35][CH3:36]. Given the reactants Br[C:2]1[CH:7]=[CH:6][C:5]([C:8]2[C:12]3[CH2:13][C:14]4[S:15][CH:16]=[CH:17][C:18]=4[C:11]=3[N:10]([CH2:19][O:20][CH2:21][CH2:22][Si:23]([CH3:26])([CH3:25])[CH3:24])[N:9]=2)=[CH:4][CH:3]=1.[CH3:27][O:28][C:29]1[CH:30]=[C:31](B(O)O)[CH:32]=[CH:33][C:34]=1[O:35][CH3:36].C([O-])([O-])=O.[Na+].[Na+], predict the reaction product. (6) Given the reactants C([O:14][C:15]([C:17]1([O:20]/[N:21]=[C:22](/[C:51]2[N:52]=[C:53]([NH:56]C(OC(C)(C)C)=O)[S:54][CH:55]=2)\[C:23]([NH:25][C@@H:26]2[C:29](=[O:30])[N:28]([S:31]([OH:34])(=[O:33])=[O:32])[C@@H:27]2[CH2:35][N:36]2[N:40]=[C:39]3[CH2:41][N:42](C(OC(C)(C)C)=O)[CH2:43][C:38]3=[N:37]2)=[O:24])[CH2:19][CH2:18]1)=[O:16])(C1C=CC=CC=1)C1C=CC=CC=1.C1(OC)C=CC=CC=1.C(O)(C(F)(F)F)=O, predict the reaction product. The product is: [NH2:56][C:53]1[S:54][CH:55]=[C:51](/[C:22](=[N:21]/[O:20][C:17]2([C:15]([OH:16])=[O:14])[CH2:18][CH2:19]2)/[C:23]([NH:25][C@@H:26]2[C:29](=[O:30])[N:28]([S:31]([OH:34])(=[O:32])=[O:33])[C@@H:27]2[CH2:35][N:36]2[N:40]=[C:39]3[CH2:41][NH:42][CH2:43][C:38]3=[N:37]2)=[O:24])[N:52]=1. (7) Given the reactants C(=O)([O-])[O-].[Na+].[Na+].[CH3:7][O:8][C:9](=[O:17])[C:10]1[CH:15]=[CH:14][CH:13]=[N:12][C:11]=1Cl.[F:18][C:19]1[CH:24]=[CH:23][C:22](B(O)O)=[CH:21][CH:20]=1, predict the reaction product. The product is: [CH3:7][O:8][C:9](=[O:17])[C:10]1[CH:15]=[CH:14][CH:13]=[N:12][C:11]=1[C:22]1[CH:23]=[CH:24][C:19]([F:18])=[CH:20][CH:21]=1. (8) Given the reactants C1(C2N3C=CN=C(N)C3=C(I)[N:6]=2)CCC1.[CH3:16][O:17][C:18]([C@H:20]1[CH2:25][CH2:24][C@H:23]([C:26]2[N:30]3[CH:31]=[CH:32][N:33]=[C:34](Cl)[C:29]3=[C:28]([I:36])[N:27]=2)[CH2:22][CH2:21]1)=[O:19], predict the reaction product. The product is: [CH3:16][O:17][C:18]([C@H:20]1[CH2:25][CH2:24][C@H:23]([C:26]2[N:30]3[CH:31]=[CH:32][N:33]=[C:34]([NH2:6])[C:29]3=[C:28]([I:36])[N:27]=2)[CH2:22][CH2:21]1)=[O:19]. (9) Given the reactants [CH2:1]([C:5]1=[CH:6][N:7]([C:24]([CH3:27])([CH3:26])[CH3:25])[S:8]/[C:9]/1=[N:10]\[C:11]([C@:13]1([CH3:23])[CH2:17][CH2:16][C@H:15]([C:18]([OH:20])=O)[C:14]1([CH3:22])[CH3:21])=[O:12])[CH2:2][CH2:3][CH3:4].Cl.[CH3:29][NH2:30], predict the reaction product. The product is: [CH2:1]([C:5]1=[CH:6][N:7]([C:24]([CH3:26])([CH3:25])[CH3:27])[S:8]/[C:9]/1=[N:10]\[C:11]([C@:13]1([CH3:23])[CH2:17][CH2:16][C@H:15]([C:18]([NH:30][CH3:29])=[O:20])[C:14]1([CH3:22])[CH3:21])=[O:12])[CH2:2][CH2:3][CH3:4]. (10) Given the reactants [Cl:1][C:2]1[N:10]=[C:9]2[C:5]([N:6]=[CH:7][N:8]2[CH:11]2[CH2:15][CH2:14][CH2:13][CH2:12]2)=[C:4](Cl)[N:3]=1.[CH2:17]([N:19]([CH2:23][CH3:24])[CH2:20][CH2:21][NH2:22])[CH3:18], predict the reaction product. The product is: [Cl:1][C:2]1[N:10]=[C:9]2[C:5]([N:6]=[CH:7][N:8]2[CH:11]2[CH2:15][CH2:14][CH2:13][CH2:12]2)=[C:4]([NH:22][CH2:21][CH2:20][N:19]([CH2:23][CH3:24])[CH2:17][CH3:18])[N:3]=1.